From a dataset of Rat liver microsome stability data. Regression/Classification. Given a drug SMILES string, predict its absorption, distribution, metabolism, or excretion properties. Task type varies by dataset: regression for continuous measurements (e.g., permeability, clearance, half-life) or binary classification for categorical outcomes (e.g., BBB penetration, CYP inhibition). Dataset: rlm. (1) The drug is C=C(C)[C@@H]1CC[C@]2(CN(C)CCCN3CCS(=O)(=O)CC3)CC[C@]3(C)[C@H](CC[C@@H]4[C@@]5(C)CC=C(c6ccc(C(=O)O)cc6)C(C)(C)[C@@H]5CC[C@]43C)[C@@H]12. The result is 0 (unstable in rat liver microsomes). (2) The molecule is CNC[C@H](O)CCN1c2ccccc2N(c2ccccc2F)S1(=O)=O. The result is 1 (stable in rat liver microsomes). (3) The molecule is Cc1c(-c2cccc3c(CCCOc4cccc5ccccc45)c(C(=O)O)n(Cc4cccnc4)c23)c(COc2ccc(N3CCN(S(=O)(=O)N(C)C)CC3)cc2)nn1C. The result is 1 (stable in rat liver microsomes). (4) The compound is Cc1ccc2nc(-c3ccccn3)c(Nc3ccccc3C)n2c1. The result is 1 (stable in rat liver microsomes). (5) The drug is NCC1CCN(c2nccc(-c3ccc4ccccc4c3)n2)CC1. The result is 0 (unstable in rat liver microsomes). (6) The drug is O=C(Nc1nc2cc(C(F)(F)F)cc(NC3CC3)n2n1)c1cccnc1. The result is 0 (unstable in rat liver microsomes). (7) The compound is COc1cc2c(c(OC)c1OC)-c1ccc(SC)c(=O)cc1C(N)CC2. The result is 1 (stable in rat liver microsomes).